Dataset: Forward reaction prediction with 1.9M reactions from USPTO patents (1976-2016). Task: Predict the product of the given reaction. (1) Given the reactants [CH2:1]([O:8][C@@H:9]1[CH2:13][CH2:12][CH2:11][C@H:10]1[NH:14][C:15]1[C:16]2[S:24][CH2:23][CH2:22][C:17]=2[N:18]=[C:19](Cl)[N:20]=1)[C:2]1[CH:7]=[CH:6][CH:5]=[CH:4][CH:3]=1.O[C:26]1[CH:31]=[CH:30][C:29]([N:32]2[CH2:37][CH2:36][NH:35][CH2:34][CH2:33]2)=[CH:28][CH:27]=1, predict the reaction product. The product is: [CH2:1]([O:8][C@@H:9]1[CH2:13][CH2:12][CH2:11][C@H:10]1[NH:14][C:15]1[C:16]2[S:24][CH2:23][CH2:22][C:17]=2[N:18]=[C:19]([N:35]2[CH2:36][CH2:37][N:32]([C:29]3[CH:30]=[CH:31][CH:26]=[CH:27][CH:28]=3)[CH2:33][CH2:34]2)[N:20]=1)[C:2]1[CH:7]=[CH:6][CH:5]=[CH:4][CH:3]=1. (2) Given the reactants [CH2:1]([NH:8][C:9]1[N:14]2[N:15]=[CH:16][C:17]([C:18](O)=[O:19])=[C:13]2[N:12]=[CH:11][C:10]=1[C:21]([N:23]1[CH2:28][CH2:27][CH:26]([C:29]2[CH:34]=[CH:33][CH:32]=[CH:31][C:30]=2[CH3:35])[CH2:25][CH2:24]1)=[O:22])[C:2]1[CH:7]=[CH:6][CH:5]=[CH:4][CH:3]=1.[CH3:36][S:37]([NH2:40])(=[O:39])=[O:38], predict the reaction product. The product is: [CH2:1]([NH:8][C:9]1[N:14]2[N:15]=[CH:16][C:17]([C:18]([NH:40][S:37]([CH3:36])(=[O:39])=[O:38])=[O:19])=[C:13]2[N:12]=[CH:11][C:10]=1[C:21]([N:23]1[CH2:28][CH2:27][CH:26]([C:29]2[CH:34]=[CH:33][CH:32]=[CH:31][C:30]=2[CH3:35])[CH2:25][CH2:24]1)=[O:22])[C:2]1[CH:3]=[CH:4][CH:5]=[CH:6][CH:7]=1.